This data is from Reaction yield outcomes from USPTO patents with 853,638 reactions. The task is: Predict the reaction yield, written as a fraction of the theoretical maximum amount of product (1.0 means a 100% yield; for example, 0.34 means a 34% yield). (1) The reactants are [Cl:1][C:2]1[C:3]([CH:8]=[O:9])=[N:4][N:5]([CH3:7])[CH:6]=1.[BH4-].[Na+]. The catalyst is CO. The product is [Cl:1][C:2]1[C:3]([CH2:8][OH:9])=[N:4][N:5]([CH3:7])[CH:6]=1. The yield is 0.900. (2) The reactants are [OH:1][C:2]1[CH:3]=[C:4]([C:8](=[O:10])[CH3:9])[CH:5]=[CH:6][CH:7]=1.C(=O)([O-])[O-].[K+].[K+].[CH3:17][CH:18](I)[CH3:19]. The catalyst is CC(C)=O. The product is [CH3:17][CH:18]([O:1][C:2]1[CH:3]=[C:4]([C:8](=[O:10])[CH3:9])[CH:5]=[CH:6][CH:7]=1)[CH3:19]. The yield is 0.940. (3) The reactants are [OH:1][NH:2][C:3]([CH:5]=[CH:6][C:7]1[CH:35]=[CH:34][C:10]([CH2:11][NH:12][C:13](=[O:33])[C:14]2[CH:19]=[CH:18][C:17]([N:20]3[CH2:25][CH2:24]N(CC4C=NC=CC=4)[CH2:22][CH2:21]3)=[CH:16][CH:15]=2)=[CH:9][CH:8]=1)=[O:4].C(OC(=O)C=CC1C=CC(CNC(=O)C2C=CC(N3CCCC3)=CC=2)=CC=1)C. The product is [OH:1][NH:2][C:3]([CH:5]=[CH:6][C:7]1[CH:8]=[CH:9][C:10]([CH2:11][NH:12][C:13](=[O:33])[C:14]2[CH:19]=[CH:18][C:17]([N:20]3[CH2:25][CH2:24][CH2:22][CH2:21]3)=[CH:16][CH:15]=2)=[CH:34][CH:35]=1)=[O:4]. No catalyst specified. The yield is 0.350. (4) The reactants are [F:1][C:2]1[CH:3]=[CH:4][C:5]([SH:11])=[C:6]([CH:10]=1)[C:7]([OH:9])=[O:8].SC1C=CC=CC=1C(O)=O.Br[C:23]1[CH:32]=[CH:31][C:30]2[C:25](=[CH:26][CH:27]=[CH:28][CH:29]=2)[C:24]=1[C:33]([OH:35])=[O:34]. No catalyst specified. The product is [C:7]([C:6]1[CH:10]=[C:2]([F:1])[CH:3]=[CH:4][C:5]=1[S:11][C:23]1[CH:32]=[CH:31][C:30]2[C:25](=[CH:26][CH:27]=[CH:28][CH:29]=2)[C:24]=1[C:33]([OH:35])=[O:34])([OH:9])=[O:8]. The yield is 0.910. (5) The reactants are Br[C:2]1[CH:3]=[C:4]([N:22]([CH3:29])[CH:23]2[CH2:28][CH2:27][O:26][CH2:25][CH2:24]2)[C:5]([CH3:21])=[C:6]([CH:20]=1)[C:7]([NH:9][CH2:10][C:11]1[C:12](=[O:19])[NH:13][C:14]([CH3:18])=[CH:15][C:16]=1[CH3:17])=[O:8].[CH3:30][N:31]1[CH:35]=[C:34](B2OC(C)(C)C(C)(C)O2)[CH:33]=[N:32]1.C([O-])([O-])=O.[Na+].[Na+]. The catalyst is O1CCOCC1.O.C1C=CC([P]([Pd]([P](C2C=CC=CC=2)(C2C=CC=CC=2)C2C=CC=CC=2)([P](C2C=CC=CC=2)(C2C=CC=CC=2)C2C=CC=CC=2)[P](C2C=CC=CC=2)(C2C=CC=CC=2)C2C=CC=CC=2)(C2C=CC=CC=2)C2C=CC=CC=2)=CC=1. The product is [CH3:17][C:16]1[CH:15]=[C:14]([CH3:18])[NH:13][C:12](=[O:19])[C:11]=1[CH2:10][NH:9][C:7](=[O:8])[C:6]1[CH:20]=[C:2]([C:34]2[CH:33]=[N:32][N:31]([CH3:30])[CH:35]=2)[CH:3]=[C:4]([N:22]([CH3:29])[CH:23]2[CH2:28][CH2:27][O:26][CH2:25][CH2:24]2)[C:5]=1[CH3:21]. The yield is 0.200. (6) The reactants are [F:1][C:2]1[CH:11]=[C:10]2[C:5]([CH:6]([C:14]([O:16][CH3:17])=[O:15])[CH2:7][C:8]([CH3:13])([CH3:12])[O:9]2)=[CH:4][CH:3]=1.[Br:18]N1C(=O)CCC1=O. The catalyst is CN(C=O)C.C(OCC)(=O)C. The product is [Br:18][C:3]1[CH:4]=[C:5]2[C:10](=[CH:11][C:2]=1[F:1])[O:9][C:8]([CH3:13])([CH3:12])[CH2:7][CH:6]2[C:14]([O:16][CH3:17])=[O:15]. The yield is 0.932. (7) The reactants are [F:1][C:2]1[C:3]2[CH2:14][CH2:13][C:12](=[CH:15][CH2:16][NH2:17])[C:4]=2[C:5]2[C:9]([CH:10]=1)=[N:8][N:7]([CH3:11])[CH:6]=2.C(N(CC)CC)C.[C:25](O[C:25](=[O:28])[CH2:26][CH3:27])(=[O:28])[CH2:26][CH3:27]. The catalyst is O1CCCC1.C(=O)([O-])O.[Na+]. The product is [F:1][C:2]1[C:3]2[CH2:14][CH2:13][C:12](=[CH:15][CH2:16][NH:17][C:25](=[O:28])[CH2:26][CH3:27])[C:4]=2[C:5]2[C:9]([CH:10]=1)=[N:8][N:7]([CH3:11])[CH:6]=2. The yield is 0.860. (8) The reactants are C(N(CC)CC)C.[NH:8]1[CH2:12][CH2:11][CH:10]([OH:13])[CH2:9]1.Cl[C:15]1[N:23]2[CH:24]([C:27]3[CH:28]=[N:29][CH:30]=[CH:31][CH:32]=3)[CH2:25][O:26][C:21]3=[C:22]2[C:17](=[C:18]([F:40])[CH:19]=[C:20]3[C:33]2[C:34]([CH3:39])=[N:35][O:36][C:37]=2[CH3:38])[N:16]=1. The catalyst is CN1CCCC1=O.CO. The product is [CH3:39][C:34]1[C:33]([C:20]2[C:21]3[O:26][CH2:25][CH:24]([C:27]4[CH:28]=[N:29][CH:30]=[CH:31][CH:32]=4)[N:23]4[C:15]([N:8]5[CH2:12][CH2:11][CH:10]([OH:13])[CH2:9]5)=[N:16][C:17]([C:22]=34)=[C:18]([F:40])[CH:19]=2)=[C:37]([CH3:38])[O:36][N:35]=1. The yield is 0.140.